This data is from Catalyst prediction with 721,799 reactions and 888 catalyst types from USPTO. The task is: Predict which catalyst facilitates the given reaction. (1) Reactant: [F:1][C:2]1[C:7]([F:8])=[CH:6][CH:5]=[CH:4][C:3]=1[CH2:9][S:10][C:11]1[N:16]=[C:15]([NH:17][S:18]([N:21]2[CH2:26][CH2:25][N:24](C(OC(C)(C)C)=O)[CH2:23][CH2:22]2)(=[O:20])=[O:19])[CH:14]=[C:13]([O:34][CH3:35])[N:12]=1.[F:36][C:37]([F:42])([F:41])[C:38]([OH:40])=[O:39]. Product: [F:36][C:37]([F:42])([F:41])[C:38]([OH:40])=[O:39].[F:1][C:2]1[C:7]([F:8])=[CH:6][CH:5]=[CH:4][C:3]=1[CH2:9][S:10][C:11]1[N:16]=[C:15]([NH:17][S:18]([N:21]2[CH2:22][CH2:23][NH:24][CH2:25][CH2:26]2)(=[O:20])=[O:19])[CH:14]=[C:13]([O:34][CH3:35])[N:12]=1. The catalyst class is: 4. (2) Reactant: [C:1]([Si:5]([O:8][CH:9]([CH2:14][CH2:15][C:16]1[CH:21]=[CH:20][C:19]([CH:22](CC)[CH2:23][CH2:24]C2(B3OC(C)(C)C(C)(C)O3)C=CC=C(C)C2)=[CH:18][C:17]=1[CH3:43])[C:10]([CH3:13])([CH3:12])[CH3:11])([CH3:7])[CH3:6])([CH3:4])([CH3:3])[CH3:2].C1(P(C2CCCCC2)[C:51]2[CH:56]=[CH:55][CH:54]=[CH:53][C:52]=2[C:57]2C(OC)=CC=CC=2OC)CCCCC1.P([O-])([O-])([O-])=O.[K+].[K+].[K+].[CH3:81][O:82][C:83](=[O:93])[CH2:84][C:85]1[CH:90]=[CH:89][C:88](Cl)=[CH:87][C:86]=1[Cl:92].[N].[CH2:95](OCC)[CH3:96]. Product: [CH3:81][O:82][C:83](=[O:93])[CH2:84][C:85]1[CH:90]=[CH:89][C:88]([C:51]2[CH:56]=[CH:55][C:54]([C:22]([C:19]3[CH:20]=[CH:21][C:16]([CH2:15][CH2:14][CH:9]([O:8][Si:5]([C:1]([CH3:3])([CH3:2])[CH3:4])([CH3:7])[CH3:6])[C:10]([CH3:11])([CH3:12])[CH3:13])=[C:17]([CH3:43])[CH:18]=3)([CH2:95][CH3:96])[CH2:23][CH3:24])=[CH:53][C:52]=2[CH3:57])=[CH:87][C:86]=1[Cl:92]. The catalyst class is: 167. (3) Reactant: [CH2:1]([NH2:19])[CH2:2][CH2:3][CH2:4][CH2:5][CH2:6][CH2:7][CH2:8][CH2:9][CH2:10][CH2:11][CH2:12][CH2:13][CH2:14][CH2:15][CH2:16][CH2:17][CH3:18].[S:20](N)([NH2:23])(=[O:22])=[O:21]. Product: [CH2:1]([NH:19][S:20]([NH2:23])(=[O:22])=[O:21])[CH2:2][CH2:3][CH2:4][CH2:5][CH2:6][CH2:7][CH2:8][CH2:9][CH2:10][CH2:11][CH2:12][CH2:13][CH2:14][CH2:15][CH2:16][CH2:17][CH3:18]. The catalyst class is: 1. (4) Reactant: C[O:2][C:3]([C:5]1[CH:26]=[CH:25][C:8]2[N:9]([CH2:18][CH:19]3[CH2:24][CH2:23][CH2:22][CH2:21][CH2:20]3)[C:10]([CH2:12][C:13]3[S:14][CH:15]=[CH:16][CH:17]=3)=[N:11][C:7]=2[CH:6]=1)=[O:4].[OH-].[Na+].Cl. Product: [CH:19]1([CH2:18][N:9]2[C:8]3[CH:25]=[CH:26][C:5]([C:3]([OH:4])=[O:2])=[CH:6][C:7]=3[N:11]=[C:10]2[CH2:12][C:13]2[S:14][CH:15]=[CH:16][CH:17]=2)[CH2:24][CH2:23][CH2:22][CH2:21][CH2:20]1. The catalyst class is: 92. (5) Reactant: [NH2:1][C@@H:2]([CH2:10][CH:11]([CH3:13])[CH3:12])[C:3]([O:5][C:6]([CH3:9])([CH3:8])[CH3:7])=[O:4].C(=O)([O-])[O-].[K+].[K+].Br[CH2:21][CH2:22][O:23][CH2:24][CH2:25]Br. Product: [CH3:12][CH:11]([CH3:13])[CH2:10][C@H:2]([N:1]1[CH2:25][CH2:24][O:23][CH2:22][CH2:21]1)[C:3]([O:5][C:6]([CH3:7])([CH3:8])[CH3:9])=[O:4]. The catalyst class is: 10. (6) Reactant: [CH2:1]([N:8]([CH2:20][C:21]1[CH:26]=[CH:25][C:24]([C:27]([CH3:30])([CH3:29])[CH3:28])=[CH:23][CH:22]=1)[CH2:9][C:10]1[CH:15]=[CH:14][C:13]([C:16]([CH3:19])([CH3:18])[CH3:17])=[CH:12][CH:11]=1)[C:2]1[CH:7]=[CH:6][CH:5]=[CH:4][CH:3]=1.[CH3:31][S:32]([OH:35])(=[O:34])=[O:33]. The catalyst class is: 27. Product: [CH3:31][S:32]([O-:35])(=[O:34])=[O:33].[CH2:1]([NH+:8]([CH2:9][C:10]1[CH:11]=[CH:12][C:13]([C:16]([CH3:19])([CH3:18])[CH3:17])=[CH:14][CH:15]=1)[CH2:20][C:21]1[CH:26]=[CH:25][C:24]([C:27]([CH3:30])([CH3:29])[CH3:28])=[CH:23][CH:22]=1)[C:2]1[CH:3]=[CH:4][CH:5]=[CH:6][CH:7]=1. (7) Reactant: [CH3:1][C:2]1[CH:7]=[CH:6][CH:5]=[CH:4][C:3]=1[O:8][CH2:9][C:10]([F:13])([F:12])[F:11].CC(N=NC(C#N)(C)C)(C#N)C.[Br:26]N1C(=O)CCC1=O. Product: [Br:26][CH2:1][C:2]1[CH:7]=[CH:6][CH:5]=[CH:4][C:3]=1[O:8][CH2:9][C:10]([F:11])([F:12])[F:13]. The catalyst class is: 53. (8) Reactant: [N+:1]([C:4]1[CH:15]=[CH:14][C:7]([O:8][CH2:9][C:10]([NH:12][NH2:13])=[O:11])=[CH:6][CH:5]=1)([O-:3])=[O:2].[CH3:16]S(O)(=O)=O.C(OCC)(OCC)OCC.O1CCCC1. Product: [N+:1]([C:4]1[CH:15]=[CH:14][C:7]([O:8][CH2:9][C:10]2[O:11][CH:16]=[N:13][N:12]=2)=[CH:6][CH:5]=1)([O-:3])=[O:2]. The catalyst class is: 6. (9) Reactant: [H-].[Na+].[Cl:3][C:4]1[CH:12]=[C:11]2[C:7]([C:8](=[O:14])[C:9](=[O:13])[NH:10]2)=[CH:6][CH:5]=1.[CH3:15][O:16][C:17](=[O:24])[CH:18](Br)[CH2:19][CH:20]([CH3:22])[CH3:21]. Product: [CH3:15][O:16][C:17](=[O:24])[CH:18]([N:10]1[C:11]2[C:7](=[CH:6][CH:5]=[C:4]([Cl:3])[CH:12]=2)[C:8](=[O:14])[C:9]1=[O:13])[CH2:19][CH:20]([CH3:22])[CH3:21]. The catalyst class is: 35. (10) Reactant: [C:1]([O:9]C)(=O)/[CH:2]=[CH:3]\[C:4]([O:6][CH3:7])=[O:5].[CH2:11]([NH2:14])[CH2:12][NH2:13]. Product: [O:9]=[C:1]1[NH:14][CH2:11][CH2:12][NH:13][CH:2]1[CH2:3][C:4]([O:6][CH3:7])=[O:5]. The catalyst class is: 41.